Dataset: Forward reaction prediction with 1.9M reactions from USPTO patents (1976-2016). Task: Predict the product of the given reaction. (1) Given the reactants Cl[C:2]1[N:7]=[C:6]([C:8]2[C:16]3[C:11](=[CH:12][CH:13]=[CH:14][CH:15]=3)[N:10]([S:17]([C:20]3[CH:25]=[CH:24][CH:23]=[CH:22][CH:21]=3)(=[O:19])=[O:18])[CH:9]=2)[C:5]([Cl:26])=[CH:4][N:3]=1.[NH2:27][C@@H:28]1[CH2:32][CH2:31][N:30]([C:33]([O:35][C:36]([CH3:39])([CH3:38])[CH3:37])=[O:34])[CH2:29]1.C(N(C(C)C)CC)(C)C, predict the reaction product. The product is: [Cl:26][C:5]1[C:6]([C:8]2[C:16]3[C:11](=[CH:12][CH:13]=[CH:14][CH:15]=3)[N:10]([S:17]([C:20]3[CH:25]=[CH:24][CH:23]=[CH:22][CH:21]=3)(=[O:18])=[O:19])[CH:9]=2)=[N:7][C:2]([NH:27][C@@H:28]2[CH2:32][CH2:31][N:30]([C:33]([O:35][C:36]([CH3:39])([CH3:38])[CH3:37])=[O:34])[CH2:29]2)=[N:3][CH:4]=1. (2) Given the reactants C([O:5][C:6](=O)[NH:7][CH:8]1C[CH2:12][CH2:11][N:10]([C:14]([C:16]2[CH:21]=[CH:20][C:19]([C:22]3[CH:27]=[C:26]([Cl:28])[C:25]([CH2:29][CH:30]4[CH2:34][CH2:33][N:32]([CH:35]5[CH2:40][CH2:39][CH2:38][CH2:37][CH2:36]5)[C:31]4=[O:41])=[C:24]([Cl:42])[CH:23]=3)=[CH:18][CH:17]=2)=[O:15])[CH2:9]1)(C)(C)C.Cl.[O-]C#[N:47].[K+], predict the reaction product. The product is: [Cl:28][C:26]1[CH:27]=[C:22]([C:19]2[CH:18]=[CH:17][C:16]([C:14]([N:10]3[CH2:9][CH2:8][N:7]([C:6]([NH2:47])=[O:5])[CH2:12][CH2:11]3)=[O:15])=[CH:21][CH:20]=2)[CH:23]=[C:24]([Cl:42])[C:25]=1[CH2:29][CH:30]1[CH2:34][CH2:33][N:32]([CH:35]2[CH2:40][CH2:39][CH2:38][CH2:37][CH2:36]2)[C:31]1=[O:41]. (3) Given the reactants [Br:1][C:2]1[CH:7]=[CH:6][C:5]([N:8]2[C:12]3[C:13]([F:23])=[C:14]([F:22])[C:15]([N+:19]([O-])=O)=[C:16]([O:17][CH3:18])[C:11]=3[NH:10][C:9]2=[O:24])=[C:4]([F:25])[CH:3]=1, predict the reaction product. The product is: [NH2:19][C:15]1[C:14]([F:22])=[C:13]([F:23])[C:12]2[N:8]([C:5]3[CH:6]=[CH:7][C:2]([Br:1])=[CH:3][C:4]=3[F:25])[C:9](=[O:24])[NH:10][C:11]=2[C:16]=1[O:17][CH3:18]. (4) Given the reactants [CH2:1]([C:3]1([O:35][C:36](=[O:45])[O:37][CH2:38][C:39]2[CH:44]=[CH:43][CH:42]=[CH:41][CH:40]=2)[C:8]2[CH:9]=[C:10]3[N:18]([C:19](=[O:20])[C:7]=2[CH2:6][O:5][C:4]1=[O:34])[CH2:17][C:16]1[C:15]([CH2:21][CH2:22][Si:23]([CH2:26][CH2:27][CH2:28][OH:29])([CH3:25])[CH3:24])=[C:14]2[CH:30]=[CH:31][CH:32]=[CH:33][C:13]2=[N:12][C:11]3=1)[CH3:2].[CH:46]1([C:50](Cl)=[O:51])[CH2:49][CH2:48][CH2:47]1, predict the reaction product. The product is: [CH2:38]([O:37][C:36]([O:35][C:3]1([CH2:1][CH3:2])[C:8]2[CH:9]=[C:10]3[N:18]([C:19](=[O:20])[C:7]=2[CH2:6][O:5][C:4]1=[O:34])[CH2:17][C:16]1[C:15]([CH2:21][CH2:22][Si:23]([CH3:25])([CH3:24])[CH2:26][CH2:27][CH2:28][O:29][C:50]([CH:46]2[CH2:49][CH2:48][CH2:47]2)=[O:51])=[C:14]2[CH:30]=[CH:31][CH:32]=[CH:33][C:13]2=[N:12][C:11]3=1)=[O:45])[C:39]1[CH:40]=[CH:41][CH:42]=[CH:43][CH:44]=1.